Dataset: Catalyst prediction with 721,799 reactions and 888 catalyst types from USPTO. Task: Predict which catalyst facilitates the given reaction. Reactant: [Br:1]N1C(=O)CCC1=O.[C:9]([C:13]1[CH:18]=[CH:17][C:16]([CH3:19])=[C:15]([Cl:20])[CH:14]=1)([CH3:12])([CH3:11])[CH3:10]. Product: [Cl:20][C:15]1[CH:14]=[C:13]([C:9]([CH3:12])([CH3:11])[CH3:10])[CH:18]=[CH:17][C:16]=1[CH2:19][Br:1]. The catalyst class is: 717.